Predict the reactants needed to synthesize the given product. From a dataset of Full USPTO retrosynthesis dataset with 1.9M reactions from patents (1976-2016). (1) Given the product [ClH:5].[Cl-:59].[F:47][C:44]([F:45])([F:46])[C:42]1[CH:43]=[C:38]([C:35]([CH3:36])([CH3:37])[C:33]([N:31]([C:30]2[C:25]([C:24]3[CH:23]=[CH:22][CH:21]=[CH:20][C:19]=3[CH3:18])=[CH:26][C:27]([N:52]3[CH2:53][CH2:54][N+:55]([CH3:58])([CH2:12][O:11][P:1]([OH:6])([OH:3])=[O:2])[CH2:56][CH2:57]3)=[N:28][CH:29]=2)[CH3:32])=[O:34])[CH:39]=[C:40]([C:48]([F:49])([F:51])[F:50])[CH:41]=1, predict the reactants needed to synthesize it. The reactants are: [P:1]([O:11][C:12](C)(C)C)([O:6]C(C)(C)C)([O:3]C[Cl:5])=[O:2].[I-].[Na+].[CH3:18][C:19]1[CH:20]=[CH:21][CH:22]=[CH:23][C:24]=1[C:25]1[CH:26]=[C:27]([N:52]2[CH2:57][CH2:56][N:55]([CH3:58])[CH2:54][CH2:53]2)[N:28]=[CH:29][C:30]=1[N:31]([C:33]([C:35]([C:38]1[CH:39]=[C:40]([C:48]([F:51])([F:50])[F:49])[CH:41]=[C:42]([C:44]([F:47])([F:46])[F:45])[CH:43]=1)([CH3:37])[CH3:36])=[O:34])[CH3:32].[ClH:59].O1CCOCC1. (2) Given the product [N:52]1([CH2:51][C@@H:50]([OH:57])[CH2:49][O:48][C@H:10]2[C@H:11]([C:28]3[CH:33]=[CH:32][C:31]([O:34][CH2:35][CH2:36][CH2:37][O:38][C:39]4[CH:44]=[CH:43][CH:42]=[CH:41][C:40]=4[N+:45]([O-:47])=[O:46])=[CH:30][CH:29]=3)[C@@H:12]([O:14][CH2:15][C:16]3[CH:25]=[C:24]([O:26][CH3:27])[C:23]4[C:18](=[CH:19][CH:20]=[CH:21][CH:22]=4)[CH:17]=3)[CH2:13][NH:8][CH2:9]2)[CH:56]=[CH:55][N:54]=[CH:53]1, predict the reactants needed to synthesize it. The reactants are: C(OC([N:8]1[CH2:13][C@H:12]([O:14][CH2:15][C:16]2[CH:25]=[C:24]([O:26][CH3:27])[C:23]3[C:18](=[CH:19][CH:20]=[CH:21][CH:22]=3)[CH:17]=2)[C@@H:11]([C:28]2[CH:33]=[CH:32][C:31]([O:34][CH2:35][CH2:36][CH2:37][O:38][C:39]3[CH:44]=[CH:43][CH:42]=[CH:41][C:40]=3[N+:45]([O-:47])=[O:46])=[CH:30][CH:29]=2)[C@H:10]([O:48][CH2:49][C@H:50]([OH:57])[CH2:51][N:52]2[CH:56]=[CH:55][N:54]=[CH:53]2)[CH2:9]1)=O)(C)(C)C.Cl. (3) Given the product [CH2:1]([C:5]1=[CH:6][N:7]([C:22]([CH3:24])([CH3:23])[CH3:25])[S:8]/[C:9]/1=[N:10]\[C:11](=[O:21])[C:12]1[CH:17]=[C:16]([CH:18]=[O:19])[CH:15]=[CH:14][C:13]=1[O:20][CH3:26])[CH2:2][CH2:3][CH3:4], predict the reactants needed to synthesize it. The reactants are: [CH2:1]([C:5]1=[CH:6][N:7]([C:22]([CH3:25])([CH3:24])[CH3:23])[S:8]/[C:9]/1=[N:10]\[C:11](=[O:21])[C:12]1[CH:17]=[C:16]([CH:18]=[O:19])[CH:15]=[CH:14][C:13]=1[OH:20])[CH2:2][CH2:3][CH3:4].[C:26](=O)([O-])[O-].[Cs+].[Cs+].IC. (4) Given the product [CH3:10][O:11][C:12]1[C:19]([O:20][CH3:21])=[CH:18][C:15]([CH2:16][N:3]2[CH:7]=[CH:6][CH:5]=[C:4]2[CH:8]=[O:9])=[C:14]([N+:22]([O-:24])=[O:23])[CH:13]=1, predict the reactants needed to synthesize it. The reactants are: [H-].[Na+].[NH:3]1[CH:7]=[CH:6][CH:5]=[C:4]1[CH:8]=[O:9].[CH3:10][O:11][C:12]1[C:19]([O:20][CH3:21])=[CH:18][C:15]([CH2:16]Br)=[C:14]([N+:22]([O-:24])=[O:23])[CH:13]=1. (5) Given the product [C:3]([C:5]1[CH:6]=[C:7]([CH:46]=[CH:47][CH:48]=1)[CH2:8][N:9]([C:33]1[CH:38]=[CH:37][CH:36]=[C:35]([CH2:39][N:40]2[CH2:41][CH2:42][CH2:43][CH2:44][CH2:45]2)[CH:34]=1)[C:10](=[O:32])[CH2:11][CH2:12][N:13]1[CH2:17][CH2:16][N:15]([CH2:18][C:19]2[CH:20]=[C:21]([CH3:26])[CH:22]=[C:23]([CH3:25])[CH:24]=2)[C:14]1=[C:27]([C:28]#[N:29])[C:30]#[N:31])([OH:4])=[O:2], predict the reactants needed to synthesize it. The reactants are: C[O:2][C:3]([C:5]1[CH:6]=[C:7]([CH:46]=[CH:47][CH:48]=1)[CH2:8][N:9]([C:33]1[CH:38]=[CH:37][CH:36]=[C:35]([CH2:39][N:40]2[CH2:45][CH2:44][CH2:43][CH2:42][CH2:41]2)[CH:34]=1)[C:10](=[O:32])[CH2:11][CH2:12][N:13]1[CH2:17][CH2:16][N:15]([CH2:18][C:19]2[CH:24]=[C:23]([CH3:25])[CH:22]=[C:21]([CH3:26])[CH:20]=2)[C:14]1=[C:27]([C:30]#[N:31])[C:28]#[N:29])=[O:4].[OH-].[Li+].CO. (6) Given the product [I-:31].[C:25]([O:24][C:23]([NH:22][C@H:17]([C:16]([NH:15][CH:12]1[CH2:11][CH2:10][N:9]([C:7]2[S:6][N:5]=[C:4]([CH:1]([CH3:3])[CH3:2])[N:8]=2)[CH2:14][CH2:13]1)=[O:30])[CH2:18][CH2:19][S+:20]([CH3:32])[CH3:21])=[O:29])([CH3:28])([CH3:27])[CH3:26], predict the reactants needed to synthesize it. The reactants are: [CH:1]([C:4]1[N:8]=[C:7]([N:9]2[CH2:14][CH2:13][CH:12]([NH:15][C:16](=[O:30])[C@@H:17]([NH:22][C:23](=[O:29])[O:24][C:25]([CH3:28])([CH3:27])[CH3:26])[CH2:18][CH2:19][S:20][CH3:21])[CH2:11][CH2:10]2)[S:6][N:5]=1)([CH3:3])[CH3:2].[I:31][CH3:32]. (7) The reactants are: [C:1]([O:5][C:6]([N:8](C(OC(C)(C)C)=O)[C:9]1[O:10][CH2:11][C:12]([F:25])([F:24])[C@:13]([C@H:16]2[CH2:18][C@@H:17]2[C:19]([O:21]CC)=[O:20])([CH3:15])[N:14]=1)=[O:7])([CH3:4])([CH3:3])[CH3:2].[OH-].[Na+].Cl. Given the product [C:1]([O:5][C:6]([NH:8][C:9]1[O:10][CH2:11][C:12]([F:24])([F:25])[C@:13]([C@H:16]2[CH2:18][C@@H:17]2[C:19]([OH:21])=[O:20])([CH3:15])[N:14]=1)=[O:7])([CH3:2])([CH3:3])[CH3:4], predict the reactants needed to synthesize it. (8) Given the product [C:1]([O:5][C:6](=[O:25])[NH:7][C@H:8]([C:12]1[CH:17]=[C:16]([C:18]2[N:22]([CH3:23])[N:21]=[CH:20][C:19]=2[NH:24][C:29](=[O:30])[CH:28]([CH2:32][CH3:33])[CH:26]=[CH2:27])[CH:15]=[CH:14][N:13]=1)[CH2:9][CH:10]=[CH2:11])([CH3:2])([CH3:4])[CH3:3], predict the reactants needed to synthesize it. The reactants are: [C:1]([O:5][C:6](=[O:25])[NH:7][C@H:8]([C:12]1[CH:17]=[C:16]([C:18]2[N:22]([CH3:23])[N:21]=[CH:20][C:19]=2[NH2:24])[CH:15]=[CH:14][N:13]=1)[CH2:9][CH:10]=[CH2:11])([CH3:4])([CH3:3])[CH3:2].[CH2:26]([CH:28]([CH:32]=[CH2:33])[C:29](O)=[O:30])[CH3:27].N1C=CC=CC=1.C(P1(=O)OP(CCC)(=O)OP(CCC)(=O)O1)CC. (9) Given the product [CH3:40][C:37]1[CH:38]=[CH:39][C:34]([N:33]=[N:32][C:29]2[CH:30]=[CH:31][C:26]([O:25][CH2:24][CH2:23][CH2:22][CH2:21][CH2:20][CH2:19][O:43][C:5]3[C:4]([C:13]([O:15][CH2:16][CH3:17])=[O:14])=[CH:3][CH:2]=[CH:12][C:6]=3[C:7]([O:9][CH2:10][CH3:11])=[O:8])=[CH:27][CH:28]=2)=[CH:35][CH:36]=1, predict the reactants needed to synthesize it. The reactants are: O[C:2]1[CH:3]=[C:4]([C:13]([O:15][CH2:16][CH3:17])=[O:14])[CH:5]=[C:6]([CH:12]=1)[C:7]([O:9][CH2:10][CH3:11])=[O:8].Br[CH2:19][CH2:20][CH2:21][CH2:22][CH2:23][CH2:24][O:25][C:26]1[CH:31]=[CH:30][C:29]([N:32]=[N:33][C:34]2[CH:39]=[CH:38][C:37]([CH3:40])=[CH:36][CH:35]=2)=[CH:28][CH:27]=1.CC(C)=[O:43].